From a dataset of Catalyst prediction with 721,799 reactions and 888 catalyst types from USPTO. Predict which catalyst facilitates the given reaction. (1) Reactant: [Cl:1][C:2]1[N:7]=[N:6][C:5]([N:8]([CH3:20])[C@H:9]2[CH2:14][CH2:13][C@H:12]([CH2:15][C:16]#[C:17][CH2:18][OH:19])[CH2:11][CH2:10]2)=[CH:4][CH:3]=1.[CH3:21][S:22](Cl)(=[O:24])=[O:23].N1C(C)=CC=CC=1C.O. Product: [Cl:1][C:2]1[N:7]=[N:6][C:5]([N:8]([CH3:20])[C@H:9]2[CH2:10][CH2:11][C@H:12]([CH2:15][C:16]#[C:17][CH2:18][O:19][S:22]([CH3:21])(=[O:24])=[O:23])[CH2:13][CH2:14]2)=[CH:4][CH:3]=1. The catalyst class is: 2. (2) Reactant: [F:1][C:2]1[C:3]([CH:14]([CH2:30]O)[CH2:15][N:16]2[CH2:21][CH2:20][CH:19]([NH:22][C:23](=[O:29])[O:24][C:25]([CH3:28])([CH3:27])[CH3:26])[CH2:18][CH2:17]2)=[C:4]2[C:9](=[CH:10][CH:11]=1)[N:8]=[CH:7][C:6]([O:12]C)=[N:5]2.CS(OS(C)(=O)=O)(=O)=O.C(N(CC)C(C)C)(C)C. Product: [F:1][C:2]1[CH:11]=[CH:10][C:9]2[N:8]=[CH:7][C:6](=[O:12])[N:5]3[CH2:30][CH:14]([CH2:15][N:16]4[CH2:21][CH2:20][CH:19]([NH:22][C:23](=[O:29])[O:24][C:25]([CH3:27])([CH3:26])[CH3:28])[CH2:18][CH2:17]4)[C:3]=1[C:4]=23. The catalyst class is: 22. (3) Reactant: Br[CH2:2][C:3]1[N:8]=[C:7]([C:9]2[CH:14]=[CH:13][CH:12]=[CH:11][C:10]=2[Cl:15])[C:6]([C:16]([O:18][CH2:19][CH3:20])=[O:17])=[CH:5][N:4]=1.[F:21][C:22]([C:25]1[NH:29][N:28]=[N:27][N:26]=1)([F:24])[F:23].C(=O)([O-])[O-].[K+].[K+]. Product: [Cl:15][C:10]1[CH:11]=[CH:12][CH:13]=[CH:14][C:9]=1[C:7]1[C:6]([C:16]([O:18][CH2:19][CH3:20])=[O:17])=[CH:5][N:4]=[C:3]([CH2:2][N:27]2[N:28]=[N:29][C:25]([C:22]([F:24])([F:23])[F:21])=[N:26]2)[N:8]=1. The catalyst class is: 10. (4) Product: [Br:17][C:8]1[CH:7]=[CH:6][C:4]([NH2:5])=[C:3]([CH3:9])[C:2]=1[Cl:1]. The catalyst class is: 23. Reactant: [Cl:1][C:2]1[C:3]([CH3:9])=[C:4]([CH:6]=[CH:7][CH:8]=1)[NH2:5].C1C(=O)N([Br:17])C(=O)C1.[O-]S([O-])(=S)=O.[Na+].[Na+]. (5) Reactant: [CH3:1][C:2]1([CH3:8])[CH2:4][C@@H:3]1[C:5](O)=[O:6].CN(C(ON1N=NC2C=CC=NC1=2)=[N+](C)C)C.F[P-](F)(F)(F)(F)F.[CH3:33][O:34][C:35](=[O:86])[NH:36][C@H:37]([C:41]([N:43]1[CH2:47][CH2:46][CH2:45][C@H:44]1[C:48]1[NH:49][CH:50]=[C:51]([C:53]2[CH:58]=[CH:57][C:56]([C:59]3[CH:64]=[C:63]([Cl:65])[C:62]([NH:66][C:67]([C:69]4[CH:70]=[N:71][C:72]([N:75]5[CH2:80][CH2:79][NH:78][CH2:77][C@H:76]5[CH3:81])=[CH:73][CH:74]=4)=[O:68])=[CH:61][C:60]=3[C:82]([F:85])([F:84])[F:83])=[CH:55][CH:54]=2)[N:52]=1)=[O:42])[CH:38]([CH3:40])[CH3:39].C(N(CC)C(C)C)(C)C. Product: [CH3:33][O:34][C:35](=[O:86])[NH:36][C@H:37]([C:41]([N:43]1[CH2:47][CH2:46][CH2:45][C@H:44]1[C:48]1[NH:49][CH:50]=[C:51]([C:53]2[CH:58]=[CH:57][C:56]([C:59]3[CH:64]=[C:63]([Cl:65])[C:62]([NH:66][C:67]([C:69]4[CH:70]=[N:71][C:72]([N:75]5[CH2:80][CH2:79][N:78]([C:5]([C@H:3]6[CH2:4][C:2]6([CH3:8])[CH3:1])=[O:6])[CH2:77][C@H:76]5[CH3:81])=[CH:73][CH:74]=4)=[O:68])=[CH:61][C:60]=3[C:82]([F:84])([F:85])[F:83])=[CH:55][CH:54]=2)[N:52]=1)=[O:42])[CH:38]([CH3:40])[CH3:39]. The catalyst class is: 44.